From a dataset of Full USPTO retrosynthesis dataset with 1.9M reactions from patents (1976-2016). Predict the reactants needed to synthesize the given product. Given the product [OH:1][C:2]1([C:9]2[S:13][N:12]=[CH:11][CH:10]=2)[CH2:7][CH2:6][CH:5]([N:14]2[CH2:17][CH:16]([NH:18][C:19]([CH2:21][NH:22][C:23](=[O:34])[C:24]3[CH:29]=[CH:28][CH:27]=[C:26]([C:30]([F:33])([F:31])[F:32])[CH:25]=3)=[O:20])[CH2:15]2)[CH2:4][CH2:3]1, predict the reactants needed to synthesize it. The reactants are: [OH:1][C:2]1([C:9]2[S:13][N:12]=[CH:11][CH:10]=2)[CH2:7][CH2:6][C:5](=O)[CH2:4][CH2:3]1.[NH:14]1[CH2:17][CH:16]([NH:18][C:19]([CH2:21][NH:22][C:23](=[O:34])[C:24]2[CH:29]=[CH:28][CH:27]=[C:26]([C:30]([F:33])([F:32])[F:31])[CH:25]=2)=[O:20])[CH2:15]1.